Dataset: Serine/threonine kinase 33 screen with 319,792 compounds. Task: Binary Classification. Given a drug SMILES string, predict its activity (active/inactive) in a high-throughput screening assay against a specified biological target. (1) The molecule is S=C1N(CCc2cc(c(OC(C)C)cc2)C)CCC(=O)N1. The result is 0 (inactive). (2) The drug is Clc1cc(c2nc(n(CCC(O)=O)c2)c2ccncc2)cc(Cl)c1N. The result is 0 (inactive). (3) The compound is O(c1cc(ccc1OC)/C=N\Nc1nc(N(c2ccccc2)C)c([N+]([O-])=O)c(n1)C)C. The result is 0 (inactive). (4) The compound is s1cc(nc1Nc1ncccn1)c1c(ccc(c1)C)C. The result is 0 (inactive).